This data is from Reaction yield outcomes from USPTO patents with 853,638 reactions. The task is: Predict the reaction yield, written as a fraction of the theoretical maximum amount of product (1.0 means a 100% yield; for example, 0.34 means a 34% yield). (1) The reactants are [C:1]1([C:7]2[CH2:12][CH2:11][CH2:10][CH2:9][CH:8]=2)[CH:6]=[CH:5][CH:4]=[CH:3][CH:2]=1.N1C=CC=CC=1.[OH:19]OS([O-])=O.[K+]. The product is [C:1]1([C:7]23[O:19][CH:8]2[CH2:9][CH2:10][CH2:11][CH2:12]3)[CH:6]=[CH:5][CH:4]=[CH:3][CH:2]=1. The catalyst is CC#N.O.O.C1(C(C2C=CC=CC=2)[C@@H]2CCCN2)C=CC=CC=1. The yield is 0.880. (2) The reactants are Cl[C:2]1[N:7]=[C:6]([Cl:8])[N:5]=[C:4]([C:9]2[CH:14]=[C:13]([Cl:15])[CH:12]=[CH:11][C:10]=2[CH3:16])[N:3]=1.[NH2:17][C:18]1[CH:26]=[C:25]2[C:21]([CH:22]=[N:23][NH:24]2)=[CH:20][CH:19]=1.C(N(C(C)C)CC)(C)C. The catalyst is O1CCCC1. The product is [Cl:8][C:6]1[N:5]=[C:4]([C:9]2[CH:14]=[C:13]([Cl:15])[CH:12]=[CH:11][C:10]=2[CH3:16])[N:3]=[C:2]([NH:17][C:18]2[CH:26]=[C:25]3[C:21]([CH:22]=[N:23][NH:24]3)=[CH:20][CH:19]=2)[N:7]=1. The yield is 0.450. (3) The reactants are Br[C:2]1[CH:8]=[C:7]([N+:9]([O-:11])=[O:10])[C:6]([F:12])=[CH:5][C:3]=1[NH2:4].[CH3:13][C:14]([CH3:18])([CH3:17])[C:15]#[CH:16].CCN(CC)CC. The catalyst is C1(C)C=CC=CC=1.O.[Cu]I. The product is [CH3:13][C:14]([CH3:18])([CH3:17])[C:15]#[C:16][C:2]1[CH:8]=[C:7]([N+:9]([O-:11])=[O:10])[C:6]([F:12])=[CH:5][C:3]=1[NH2:4]. The yield is 0.460.